This data is from Reaction yield outcomes from USPTO patents with 853,638 reactions. The task is: Predict the reaction yield, written as a fraction of the theoretical maximum amount of product (1.0 means a 100% yield; for example, 0.34 means a 34% yield). (1) The reactants are [C:1]([C:5]1[O:9][N:8]=[C:7]([NH:10][C:11]([NH:13][C:14]2[CH:19]=[CH:18][CH:17]=[C:16]([O:20][C:21]3[C:30]4[C:25](=[CH:26][C:27]([O:34][CH2:35][CH3:36])=[C:28]([O:31][CH2:32][CH3:33])[CH:29]=4)[N:24]=[CH:23][N:22]=3)[CH:15]=2)=[O:12])[CH:6]=1)([CH3:4])([CH3:3])[CH3:2].[ClH:37].CCOCC. The catalyst is C(Cl)Cl.CO. The product is [ClH:37].[C:1]([C:5]1[O:9][N:8]=[C:7]([NH:10][C:11]([NH:13][C:14]2[CH:19]=[CH:18][CH:17]=[C:16]([O:20][C:21]3[C:30]4[C:25](=[CH:26][C:27]([O:34][CH2:35][CH3:36])=[C:28]([O:31][CH2:32][CH3:33])[CH:29]=4)[N:24]=[CH:23][N:22]=3)[CH:15]=2)=[O:12])[CH:6]=1)([CH3:3])([CH3:2])[CH3:4]. The yield is 0.200. (2) The reactants are [C:1]1([C:26]2[CH:31]=[CH:30][CH:29]=[CH:28][CH:27]=2)[CH:6]=[CH:5][C:4]([CH2:7][CH:8]([OH:25])[CH2:9][C:10]2[O:14][C:13]([C:15]3[N:20]=[C:19]([C:21]([O:23][CH3:24])=[O:22])[CH:18]=[CH:17][CH:16]=3)=[N:12][N:11]=2)=[CH:3][CH:2]=1. The catalyst is CO.C(Cl)Cl. The product is [C:1]1([C:26]2[CH:31]=[CH:30][CH:29]=[CH:28][CH:27]=2)[CH:2]=[CH:3][C:4]([CH2:7][C:8](=[O:25])[CH2:9][C:10]2[O:14][C:13]([C:15]3[N:20]=[C:19]([C:21]([O:23][CH3:24])=[O:22])[CH:18]=[CH:17][CH:16]=3)=[N:12][N:11]=2)=[CH:5][CH:6]=1. The yield is 0.470.